From a dataset of Reaction yield outcomes from USPTO patents with 853,638 reactions. Predict the reaction yield, written as a fraction of the theoretical maximum amount of product (1.0 means a 100% yield; for example, 0.34 means a 34% yield). (1) The reactants are [N+:1]([C:4]1[O:8][C:7]([C:9]([OH:11])=[O:10])=[CH:6][CH:5]=1)([O-:3])=[O:2].[C:12](Cl)(=O)[C:13](Cl)=O.CN(C=O)C. The catalyst is ClCCl. The product is [CH2:12]([O:10][C:9]([C:7]1[O:8][C:4]([N+:1]([O-:3])=[O:2])=[CH:5][CH:6]=1)=[O:11])[CH3:13]. The yield is 0.980. (2) The reactants are [Cl:1][C:2]1[CH:3]=[CH:4][C:5]([C:9]2[NH:13][N:12]=[N:11][N:10]=2)=[C:6]([CH:8]=1)[NH2:7].[C:14](Cl)(=[O:21])[C:15]1[CH:20]=[CH:19][CH:18]=[CH:17][CH:16]=1. No catalyst specified. The product is [Cl:1][C:2]1[CH:3]=[CH:4][C:5]([C:9]2[NH:13][N:12]=[N:11][N:10]=2)=[C:6]([NH:7][C:14](=[O:21])[C:15]2[CH:20]=[CH:19][CH:18]=[CH:17][CH:16]=2)[CH:8]=1. The yield is 0.600. (3) The reactants are O[O:2][S:3]([O-:5])=O.[K+].[OH:7][C:8]1[C:13]([N+:14]([O-:16])=[O:15])=[CH:12][CH:11]=[CH:10][C:9]=1[C:17](=[O:28])/[CH:18]=[CH:19]/[C:20]1[CH:25]=[CH:24][CH:23]=[CH:22][C:21]=1SC.[CH2:29]1COCC1.CO. The catalyst is O. The product is [OH:7][C:8]1[C:13]([N+:14]([O-:16])=[O:15])=[CH:12][CH:11]=[CH:10][C:9]=1[C:17](=[O:28])/[CH:18]=[CH:19]/[C:20]1[CH:21]=[CH:22][CH:23]=[CH:24][C:25]=1[S:3]([CH3:29])(=[O:5])=[O:2]. The yield is 0.580.